From a dataset of Catalyst prediction with 721,799 reactions and 888 catalyst types from USPTO. Predict which catalyst facilitates the given reaction. Reactant: [C:1]([O:5][C:6]([N:8]1[CH2:14][CH2:13][C:12]2[CH:15]=[C:16]([NH2:22])[C:17]([N:19]([CH3:21])[CH3:20])=[CH:18][C:11]=2[CH2:10][CH2:9]1)=[O:7])([CH3:4])([CH3:3])[CH3:2].[Cl:23][C:24]1[CH:29]=[CH:28][C:27]([C:30]2[CH:35]=[CH:34][C:33]([S:36](Cl)(=[O:38])=[O:37])=[CH:32][CH:31]=2)=[CH:26][CH:25]=1. Product: [CH3:2][C:1]([O:5][C:6]([N:8]1[CH2:14][CH2:13][C:12]2[CH:15]=[C:16]([NH:22][S:36]([C:33]3[CH:32]=[CH:31][C:30]([C:27]4[CH:28]=[CH:29][C:24]([Cl:23])=[CH:25][CH:26]=4)=[CH:35][CH:34]=3)(=[O:37])=[O:38])[C:17]([N:19]([CH3:20])[CH3:21])=[CH:18][C:11]=2[CH2:10][CH2:9]1)=[O:7])([CH3:4])[CH3:3]. The catalyst class is: 272.